From a dataset of Catalyst prediction with 721,799 reactions and 888 catalyst types from USPTO. Predict which catalyst facilitates the given reaction. The catalyst class is: 295. Product: [C:7]1([C:3]2[O:4][CH:5]=[CH:6][C:2]=2[B:13]([OH:18])[OH:14])[CH:12]=[CH:11][CH:10]=[CH:9][CH:8]=1. Reactant: Br[C:2]1[CH:6]=[CH:5][O:4][C:3]=1[C:7]1[CH:12]=[CH:11][CH:10]=[CH:9][CH:8]=1.[B:13](OC(C)C)([O:18]C(C)C)[O:14]C(C)C.[Li]CCCC.